Dataset: Forward reaction prediction with 1.9M reactions from USPTO patents (1976-2016). Task: Predict the product of the given reaction. Given the reactants [NH2:1][CH2:2][C:3]1[CH:4]=[C:5]([NH:9][C:10]2[C:19]3[C:14](=[C:15]([C:20]4[CH:25]=[CH:24][CH:23]=[CH:22][CH:21]=4)[CH:16]=[CH:17][CH:18]=3)[CH:13]=[CH:12][N:11]=2)[CH:6]=[CH:7][CH:8]=1.Cl[C:27]1[NH:31][C:30]2[CH:32]=[CH:33][CH:34]=[CH:35][C:29]=2[N:28]=1.C(N(CC)C(C)C)(C)C.C(=O)([O-])[O-].[K+].[K+], predict the reaction product. The product is: [NH:28]1[C:29]2[CH:35]=[CH:34][CH:33]=[CH:32][C:30]=2[N:31]=[C:27]1[NH:1][CH2:2][C:3]1[CH:4]=[C:5]([NH:9][C:10]2[C:19]3[C:14](=[C:15]([C:20]4[CH:25]=[CH:24][CH:23]=[CH:22][CH:21]=4)[CH:16]=[CH:17][CH:18]=3)[CH:13]=[CH:12][N:11]=2)[CH:6]=[CH:7][CH:8]=1.